Predict which catalyst facilitates the given reaction. From a dataset of Catalyst prediction with 721,799 reactions and 888 catalyst types from USPTO. (1) Reactant: [NH2:1][C:2]1[N:10]=[CH:9][N:8]=[C:7]2[C:3]=1[N:4]=[CH:5][N:6]2[C@H:11]1[C@@H:15]2[O:16][C:17]([CH3:20])([CH3:19])[O:18][C@@H:14]2[C@@H:13]([CH2:21][N:22]([CH3:27])[CH2:23][CH2:24][CH2:25][NH2:26])[O:12]1.[Cl:28][C:29]1[CH:34]=[CH:33][C:32]([N:35]=[C:36]=[O:37])=[CH:31][CH:30]=1. Product: [NH2:1][C:2]1[N:10]=[CH:9][N:8]=[C:7]2[C:3]=1[N:4]=[CH:5][N:6]2[C@H:11]1[C@@H:15]2[O:16][C:17]([CH3:19])([CH3:20])[O:18][C@@H:14]2[C@@H:13]([CH2:21][N:22]([CH3:27])[CH2:23][CH2:24][CH2:25][NH:26][C:36]([NH:35][C:32]2[CH:33]=[CH:34][C:29]([Cl:28])=[CH:30][CH:31]=2)=[O:37])[O:12]1. The catalyst class is: 624. (2) Reactant: C([N:8]1[C:12]2[C:13](=[O:34])[N:14]([CH3:33])[C:15]([CH:24]([O:28][C:29]([CH3:32])([CH3:31])[CH3:30])[C:25]([OH:27])=[O:26])=[C:16]([C:17]3[CH:22]=[CH:21][C:20]([CH3:23])=[CH:19][CH:18]=3)[C:11]=2[CH:10]=[CH:9]1)C1C=CC=CC=1.[Li+].CC([N-]C(C)C)C.CCCCCCC.O1CCCC1.C(C1C=CC=CC=1)C. Product: [C:29]([O:28][CH:24]([C:15]1[N:14]([CH3:33])[C:13](=[O:34])[C:12]2[NH:8][CH:9]=[CH:10][C:11]=2[C:16]=1[C:17]1[CH:18]=[CH:19][C:20]([CH3:23])=[CH:21][CH:22]=1)[C:25]([OH:27])=[O:26])([CH3:32])([CH3:31])[CH3:30]. The catalyst class is: 7. (3) Reactant: [N+:1]([C:4]1[CH:8]=[CH:7][NH:6][N:5]=1)([O-:3])=[O:2].[H-].[Na+].[Cl:11][C:12]1[CH:13]=[C:14]([CH:17]=[CH:18][C:19]=1[Cl:20])[CH2:15]Br. Product: [Cl:11][C:12]1[CH:13]=[C:14]([CH:17]=[CH:18][C:19]=1[Cl:20])[CH2:15][N:6]1[CH:7]=[CH:8][C:4]([N+:1]([O-:3])=[O:2])=[N:5]1. The catalyst class is: 9. (4) Reactant: [OH:1][CH:2]1[CH2:7][CH2:6][N:5]([C:8]([O:10][C:11]([CH3:14])([CH3:13])[CH3:12])=[O:9])[CH2:4][CH2:3]1.[H-].[Na+].[NH2:17][C:18]1[C:23]([N+:24]([O-:26])=[O:25])=[CH:22][CH:21]=[C:20](Cl)[N:19]=1. Product: [NH2:17][C:18]1[N:19]=[C:20]([O:1][CH:2]2[CH2:3][CH2:4][N:5]([C:8]([O:10][C:11]([CH3:14])([CH3:13])[CH3:12])=[O:9])[CH2:6][CH2:7]2)[CH:21]=[CH:22][C:23]=1[N+:24]([O-:26])=[O:25]. The catalyst class is: 3. (5) Reactant: [Na].C([O:4][C:5]([C:7]1[C:8]([S:22][CH2:23][CH2:24]C(OCC)=O)=[N:9][C:10]2[C:15]([C:16]=1[CH3:17])=[CH:14][CH:13]=[C:12]([C:18]([F:21])([F:20])[F:19])[CH:11]=2)=[O:6])C.ICC. Product: [CH2:23]([S:22][C:8]1[C:7]([C:5]([OH:6])=[O:4])=[C:16]([CH3:17])[C:15]2[C:10](=[CH:11][C:12]([C:18]([F:21])([F:19])[F:20])=[CH:13][CH:14]=2)[N:9]=1)[CH3:24]. The catalyst class is: 5. (6) Reactant: Cl[C:2]1[C:11](Cl)=[N:10][C:9]2[C:4](=[CH:5][CH:6]=[CH:7][CH:8]=2)[N:3]=1.C([N:15](CC)CC)C.[NH2:20][CH:21]([CH2:24][CH:25]([CH3:27])[CH3:26])[CH2:22]O. The catalyst class is: 155. Product: [CH2:24]([C:21]1[N:20]=[C:2]2[C:11]([NH2:15])=[N:10][C:9]3[C:4](=[CH:5][CH:6]=[CH:7][CH:8]=3)[N:3]2[CH:22]=1)[CH:25]([CH3:27])[CH3:26]. (7) Reactant: [CH2:1]([NH:5][C:6]([C:8]1[C@:9]2([CH2:25][CH2:24][C@H:23]3[C@@H:14]([CH2:15][CH2:16][C:17]4[CH:18]=[C:19]([O:26]C)[CH:20]=[CH:21][C:22]=43)[C@@H:11]2[CH2:12][CH:13]=1)[CH3:10])=[O:7])[CH2:2][CH2:3][CH3:4].B(Br)(Br)Br. Product: [CH2:1]([NH:5][C:6]([C:8]1[C@:9]2([CH2:25][CH2:24][C@H:23]3[C@@H:14]([CH2:15][CH2:16][C:17]4[CH:18]=[C:19]([OH:26])[CH:20]=[CH:21][C:22]=43)[C@@H:11]2[CH2:12][CH:13]=1)[CH3:10])=[O:7])[CH2:2][CH2:3][CH3:4]. The catalyst class is: 2. (8) Reactant: C([O:5][C:6](=[O:33])[CH2:7][O:8][C:9]1[C:13]2[CH:14]=[CH:15][C:16]([O:18][CH2:19][C:20]3[CH:25]=[CH:24][C:23]([Cl:26])=[CH:22][C:21]=3[Cl:27])=[CH:17][C:12]=2[S:11][C:10]=1[C:28]([O:30]CC)=[O:29])(C)(C)C.[OH-].[Na+].CCO.Cl. Product: [C:6]([CH2:7][O:8][C:9]1[C:13]2[CH:14]=[CH:15][C:16]([O:18][CH2:19][C:20]3[CH:25]=[CH:24][C:23]([Cl:26])=[CH:22][C:21]=3[Cl:27])=[CH:17][C:12]=2[S:11][C:10]=1[C:28]([OH:30])=[O:29])([OH:33])=[O:5]. The catalyst class is: 90. (9) Reactant: C([C:4]1C=C[C:7]2=[CH:8][O:9][CH:10]=[C:6]2[CH:5]=1)C=C.[CH2:13]1[CH2:17][O:16][CH2:15][CH2:14]1.[O:18]=[O+][O-].[BH4-].[Na+]. Product: [OH:9][CH2:8][CH2:7][C:6]1[CH:5]=[CH:4][C:14]2[C:15](=[O:18])[O:16][CH2:17][C:13]=2[CH:10]=1. The catalyst class is: 5.